Dataset: Full USPTO retrosynthesis dataset with 1.9M reactions from patents (1976-2016). Task: Predict the reactants needed to synthesize the given product. (1) Given the product [NH2:29][C:27](=[O:28])[CH2:26][NH:25][C:9](=[O:11])[CH2:8][CH:4]1[CH2:5][CH2:6][CH2:7][CH:2]([CH3:1])[CH2:3]1, predict the reactants needed to synthesize it. The reactants are: [CH3:1][CH:2]1[CH2:7][CH2:6][CH2:5][CH:4]([CH2:8][C:9]([OH:11])=O)[CH2:3]1.C1N=CN(C(N2C=NC=C2)=O)C=1.Cl.[NH2:25][CH2:26][C:27]([NH2:29])=[O:28]. (2) Given the product [F:23][C:24]1[CH:32]=[CH:31][C:27]([C:28]([CH:5]2[C:6](=[O:8])[O:7][C:2]([CH3:10])([CH3:1])[O:3][C:4]2=[O:9])=[O:29])=[CH:26][CH:25]=1, predict the reactants needed to synthesize it. The reactants are: [CH3:1][C:2]1([CH3:10])[O:7][C:6](=[O:8])[CH2:5][C:4](=[O:9])[O:3]1.CCN=C=NCCCN(C)C.Cl.[F:23][C:24]1[CH:32]=[CH:31][C:27]([C:28](O)=[O:29])=[CH:26][CH:25]=1. (3) Given the product [Br:12][C:13]1[CH:21]=[CH:20][C:16]([C:17]([O:19][C:25]([CH3:27])([CH3:26])[CH3:24])=[O:18])=[CH:15][C:14]=1[O:22][CH3:23], predict the reactants needed to synthesize it. The reactants are: [O-]S([O-])(=O)=O.[Mg+2].OS(O)(=O)=O.[Br:12][C:13]1[CH:21]=[CH:20][C:16]([C:17]([OH:19])=[O:18])=[CH:15][C:14]=1[O:22][CH3:23].[CH3:24][C:25](O)([CH3:27])[CH3:26]. (4) Given the product [C:1]([OH:14])(=[O:13])[CH2:2][CH2:3][CH2:4][CH2:5][CH2:6][CH2:7][CH2:8][CH2:9][CH2:10][CH2:11][CH3:12].[CH3:15][CH2:16][CH2:17][CH2:18][CH2:19][CH2:20][CH2:21][CH2:22][CH2:23][CH2:24][CH2:25][CH2:26][CH2:27][CH2:28][O:29][C:30]1[O:34][C:33]([C:35]([OH:37])=[O:36])=[CH:32][CH:31]=1.[C:1]([O-:14])(=[O:13])[CH3:2], predict the reactants needed to synthesize it. The reactants are: [C:1]([OH:14])(=[O:13])[CH2:2][CH2:3][CH2:4][CH2:5][CH2:6][CH2:7][CH2:8][CH2:9][CH2:10][CH2:11][CH3:12].[CH3:15][CH2:16][CH2:17][CH2:18][CH2:19][CH2:20][CH2:21][CH2:22][CH2:23][CH2:24][CH2:25][CH2:26][CH2:27][CH2:28][O:29][C:30]1[O:34][C:33]([C:35]([OH:37])=[O:36])=[CH:32][CH:31]=1. (5) Given the product [Cl:42][C:43]1[CH:44]=[C:45]([C@:49]([C@@H:57]2[CH2:62][CH2:61][CH2:60][N:59]([C:29]([NH:22][CH:9]([CH2:8][C:2]3([OH:1])[CH2:3][CH2:4][CH2:5][CH2:6][CH2:7]3)[CH2:10][N:11]([CH3:21])[C:12]([O:13][CH2:14][CH2:15][Si:16]([CH3:17])([CH3:19])[CH3:18])=[O:20])=[O:30])[CH2:58]2)([OH:56])[CH2:50][CH2:51][CH2:52][CH2:53][O:54][CH3:55])[CH:46]=[CH:47][CH:48]=1, predict the reactants needed to synthesize it. The reactants are: [OH:1][C:2]1([CH2:8][CH:9]([NH2:22])[CH2:10][N:11]([CH3:21])[C:12](=[O:20])[O:13][CH2:14][CH2:15][Si:16]([CH3:19])([CH3:18])[CH3:17])[CH2:7][CH2:6][CH2:5][CH2:4][CH2:3]1.[Si](Cl)(C)(C)C.Cl[C:29](OC1C=CC([N+]([O-])=O)=CC=1)=[O:30].Cl.[Cl:42][C:43]1[CH:44]=[C:45]([C@:49]([C@@H:57]2[CH2:62][CH2:61][CH2:60][NH:59][CH2:58]2)([OH:56])[CH2:50][CH2:51][CH2:52][CH2:53][O:54][CH3:55])[CH:46]=[CH:47][CH:48]=1. (6) The reactants are: CI.CCCCCC.CC(C)=O.[CH2:13]([O:20][C:21]1[C:22]([C:29]([O:31]C)=[O:30])=[N:23][C:24]([O:27][CH3:28])=[CH:25][CH:26]=1)[C:14]1[CH:19]=[CH:18][CH:17]=[CH:16][CH:15]=1.O[Li].O. Given the product [CH2:13]([O:20][C:21]1[C:22]([C:29]([OH:31])=[O:30])=[N:23][C:24]([O:27][CH3:28])=[CH:25][CH:26]=1)[C:14]1[CH:15]=[CH:16][CH:17]=[CH:18][CH:19]=1, predict the reactants needed to synthesize it. (7) Given the product [Cl:1][C:2]1[CH:3]=[C:4]([CH:9]2[C:18]3[C:13](=[CH:14][CH:15]=[CH:16][CH:17]=3)[CH2:12][CH2:11][CH:10]2[NH:24][CH3:23])[CH:5]=[CH:6][C:7]=1[Cl:8], predict the reactants needed to synthesize it. The reactants are: [Cl:1][C:2]1[CH:3]=[C:4]([CH:9]2[C:18]3[C:13](=[CH:14][CH:15]=[CH:16][CH:17]=3)[CH2:12][CH2:11][C:10]2=O)[CH:5]=[CH:6][C:7]=1[Cl:8].Cl.CN.[C:23]([BH3-])#[N:24].[Na+].